This data is from Catalyst prediction with 721,799 reactions and 888 catalyst types from USPTO. The task is: Predict which catalyst facilitates the given reaction. (1) Reactant: C([O:8][C:9]1[CH:18]=[C:17]2[C:12]([C:13]([O:19][C:20]3[C:21]([C:28]4[CH:33]=[CH:32][CH:31]=[CH:30][CH:29]=4)=[N:22][C:23]([CH3:27])=[C:24]([CH3:26])[CH:25]=3)=[CH:14][CH:15]=[N:16]2)=[CH:11][C:10]=1[O:34][CH3:35])C1C=CC=CC=1.CS(O)(=O)=O. Product: [CH3:26][C:24]1[CH:25]=[C:20]([O:19][C:13]2[C:12]3[C:17](=[CH:18][C:9]([OH:8])=[C:10]([O:34][CH3:35])[CH:11]=3)[N:16]=[CH:15][CH:14]=2)[C:21]([C:28]2[CH:29]=[CH:30][CH:31]=[CH:32][CH:33]=2)=[N:22][C:23]=1[CH3:27]. The catalyst class is: 55. (2) The catalyst class is: 2. Reactant: C(Cl)(=O)C(Cl)=O.CS(C)=O.[Br:11][C:12]1[CH:17]=[CH:16][C:15]([C@H:18]2[CH2:20][C@@H:19]2[CH2:21][OH:22])=[CH:14][CH:13]=1.C(N(CC)CC)C. Product: [Br:11][C:12]1[CH:13]=[CH:14][C:15]([C@H:18]2[CH2:20][C@@H:19]2[CH:21]=[O:22])=[CH:16][CH:17]=1. (3) Reactant: [Cl:1][C:2]1[N:7]=[CH:6][C:5]([CH2:8][C:9]([O:11][CH2:12][CH3:13])=[O:10])=[CH:4][CH:3]=1.[H-].[Na+].I[CH2:17][CH2:18][CH2:19][CH2:20]I.O. Product: [Cl:1][C:2]1[N:7]=[CH:6][C:5]([C:8]2([C:9]([O:11][CH2:12][CH3:13])=[O:10])[CH2:20][CH2:19][CH2:18][CH2:17]2)=[CH:4][CH:3]=1. The catalyst class is: 9. (4) Product: [Br:16][CH2:13][C:9]1[CH:8]=[C:7]([C:2]2[CH:3]=[N:4][CH:5]=[CH:6][N:1]=2)[CH:12]=[CH:11][CH:10]=1. Reactant: [N:1]1[CH:6]=[CH:5][N:4]=[CH:3][C:2]=1[C:7]1[CH:8]=[C:9]([CH2:13]O)[CH:10]=[CH:11][CH:12]=1.P(Br)(Br)[Br:16]. The catalyst class is: 1. (5) Reactant: CO[C:3]([C:5]1[C:6]([OH:28])=[C:7]2[C:12](=[CH:13][N:14]=1)[N:11]([CH2:15][CH:16]1[CH2:20][CH2:19][CH2:18][CH2:17]1)[C:10](=[O:21])[C:9]([C:22]1[CH:27]=[CH:26][CH:25]=[CH:24][CH:23]=1)=[CH:8]2)=[O:4].[NH2:29][CH2:30][CH2:31][CH2:32][C:33]([OH:35])=[O:34].C[O-].[Na+]. Product: [CH:16]1([CH2:15][N:11]2[C:12]3[C:7](=[C:6]([OH:28])[C:5]([C:3]([NH:29][CH2:30][CH2:31][CH2:32][C:33]([OH:35])=[O:34])=[O:4])=[N:14][CH:13]=3)[CH:8]=[C:9]([C:22]3[CH:23]=[CH:24][CH:25]=[CH:26][CH:27]=3)[C:10]2=[O:21])[CH2:20][CH2:19][CH2:18][CH2:17]1. The catalyst class is: 250. (6) The catalyst class is: 7. Reactant: [OH:1][CH2:2][CH2:3][C:4]1[CH:9]=[CH:8][C:7]([NH:10][C:11]([C:13]2[C:14]([C:19]3[CH:24]=[CH:23][C:22]([C:25]([F:28])([F:27])[F:26])=[CH:21][CH:20]=3)=[CH:15][CH:16]=[CH:17][CH:18]=2)=[O:12])=[CH:6][CH:5]=1.O[C:30]1[CH:35]=[CH:34][CH:33]=[CH:32][N:31]=1.C1(P(C2C=CC=CC=2)C2C=CC=CC=2)C=CC=CC=1.N(C(OCC)=O)=NC(OCC)=O. Product: [N:31]1[CH:32]=[CH:33][CH:34]=[CH:35][C:30]=1[O:1][CH2:2][CH2:3][C:4]1[CH:9]=[CH:8][C:7]([NH:10][C:11]([C:13]2[C:14]([C:19]3[CH:20]=[CH:21][C:22]([C:25]([F:26])([F:27])[F:28])=[CH:23][CH:24]=3)=[CH:15][CH:16]=[CH:17][CH:18]=2)=[O:12])=[CH:6][CH:5]=1. (7) The catalyst class is: 5. Product: [Cl:1][C:2]1[C:3]([NH:23][C:24]2[CH:28]=[C:27]([CH3:29])[NH:26][N:25]=2)=[N:4][C:5]([NH:8][C:9]2[CH:14]=[C:13]([CH3:15])[C:12]([CH:16]3[CH2:17][CH2:18][N:19]([CH:37]4[CH2:39][CH2:38]4)[CH2:20][CH2:21]3)=[CH:11][C:10]=2[F:22])=[N:6][CH:7]=1. Reactant: [Cl:1][C:2]1[C:3]([NH:23][C:24]2[CH:28]=[C:27]([CH3:29])[NH:26][N:25]=2)=[N:4][C:5]([NH:8][C:9]2[CH:14]=[C:13]([CH3:15])[C:12]([CH:16]3[CH2:21][CH2:20][NH:19][CH2:18][CH2:17]3)=[CH:11][C:10]=2[F:22])=[N:6][CH:7]=1.CC(O)=O.C(O[C:37]1(O[Si](C)(C)C)[CH2:39][CH2:38]1)C.[NH4+].[Cl-]. (8) Reactant: FC(F)(F)C(O)=O.COC1C=CC(C[O:15][C:16]2[N:21]=[C:20]([C:22]3[CH:35]=[CH:34][CH:33]=[C:32]4[C:23]=3[S:24][C:25]3[CH:26]=[CH:27][C:28]([NH:36][CH:37]([CH:45]5[CH2:50][CH2:49][N:48]([CH3:51])[CH2:47][CH2:46]5)[C:38]5[CH:43]=[CH:42][C:41]([CH3:44])=[CH:40][N:39]=5)=[CH:29][C:30]=3[S:31]4)[CH:19]=[C:18]([N:52]3[CH2:57][CH2:56][O:55][CH2:54][CH2:53]3)[CH:17]=2)=CC=1.C(=O)([O-])O.[Na+]. Product: [CH3:51][N:48]1[CH2:49][CH2:50][CH:45]([CH:37]([NH:36][C:28]2[CH:29]=[C:30]3[C:25](=[CH:26][CH:27]=2)[S:24][C:23]2[C:22]([C:20]4[NH:21][C:16](=[O:15])[CH:17]=[C:18]([N:52]5[CH2:53][CH2:54][O:55][CH2:56][CH2:57]5)[CH:19]=4)=[CH:35][CH:34]=[CH:33][C:32]=2[S:31]3)[C:38]2[CH:43]=[CH:42][C:41]([CH3:44])=[CH:40][N:39]=2)[CH2:46][CH2:47]1. The catalyst class is: 22. (9) Reactant: C(Cl)(Cl)Cl.[CH3:5][O:6][C:7]1[CH:8]=[C:9]([CH:16]=[CH:17][C:18]=1[O:19][CH3:20])[O:10][CH2:11][C:12](=[N:14][OH:15])[NH2:13].[C:21]([O:25][C:26]([N:28]1[CH2:32][CH2:31][CH2:30][C@H:29]1[C:33](O)=O)=[O:27])([CH3:24])([CH3:23])[CH3:22].CCN=C=NCCCN(C)C.Cl. Product: [CH3:5][O:6][C:7]1[CH:8]=[C:9]([CH:16]=[CH:17][C:18]=1[O:19][CH3:20])[O:10][CH2:11][C:12]1[N:13]=[C:33]([C@@H:29]2[CH2:30][CH2:31][CH2:32][N:28]2[C:26]([O:25][C:21]([CH3:22])([CH3:24])[CH3:23])=[O:27])[O:15][N:14]=1. The catalyst class is: 6.